This data is from HIV replication inhibition screening data with 41,000+ compounds from the AIDS Antiviral Screen. The task is: Binary Classification. Given a drug SMILES string, predict its activity (active/inactive) in a high-throughput screening assay against a specified biological target. The drug is CC1=CC(=O)c2ccc3c4ccccc4n(C)c3c2C1=O. The result is 0 (inactive).